Dataset: Catalyst prediction with 721,799 reactions and 888 catalyst types from USPTO. Task: Predict which catalyst facilitates the given reaction. (1) Reactant: [NH3:1].[CH2:2]([O:4][C:5]([C:7]1[C:8]2[S:16][CH:15]=[C:14]([CH2:17][O:18][C:19]3[CH:24]=[CH:23][CH:22]=[C:21]([O:25][CH2:26][C:27]4[CH:32]=[CH:31][C:30]([O:33][CH3:34])=[C:29]([C:35]([F:38])([F:37])[F:36])[CH:28]=4)[CH:20]=3)[C:9]=2[C:10](Cl)=[N:11][CH:12]=1)=[O:6])[CH3:3]. Product: [CH2:2]([O:4][C:5]([C:7]1[C:8]2[S:16][CH:15]=[C:14]([CH2:17][O:18][C:19]3[CH:24]=[CH:23][CH:22]=[C:21]([O:25][CH2:26][C:27]4[CH:32]=[CH:31][C:30]([O:33][CH3:34])=[C:29]([C:35]([F:38])([F:37])[F:36])[CH:28]=4)[CH:20]=3)[C:9]=2[C:10]([NH2:1])=[N:11][CH:12]=1)=[O:6])[CH3:3]. The catalyst class is: 12. (2) The catalyst class is: 87. Reactant: C([O:4][C@H:5]1[C@H:10]([O:11]C(=O)C)[C@@H:9]([O:15]C(=O)C)[C@H:8]([C:19]2[CH:24]=[CH:23][C:22]([Cl:25])=[C:21]([CH2:26][C:27]3[CH:32]=[CH:31][C:30]([C:33](=[N:35][O:36][CH2:37][CH3:38])[CH3:34])=[CH:29][CH:28]=3)[CH:20]=2)[O:7][C@@H:6]1[CH2:39][O:40]C(=O)C)(=O)C.O.[OH-].[Li+]. Product: [CH2:37]([O:36][N:35]=[C:33]([C:30]1[CH:29]=[CH:28][C:27]([CH2:26][C:21]2[CH:20]=[C:19]([C@H:8]3[C@H:9]([OH:15])[C@@H:10]([OH:11])[C@H:5]([OH:4])[C@@H:6]([CH2:39][OH:40])[O:7]3)[CH:24]=[CH:23][C:22]=2[Cl:25])=[CH:32][CH:31]=1)[CH3:34])[CH3:38]. (3) Reactant: C([NH:11][C@H:12]([C:14](O)=[O:15])[CH3:13])(OCC1C=CC=CC=1)=O.C1(P(C2C=CC=CC=2)C2C=CC=CC=2)C=CC=CC=1.ClC(Cl)(Cl)C(Cl)(Cl)Cl.[NH2:44][C@H:45]([C:51]([OH:53])=[O:52])[CH2:46][CH2:47][C:48](=[O:50])[NH2:49].[OH-].[Na+].Cl. Product: [NH2:11][C@H:12]([C:14]([NH:44][C@H:45]([C:51]([OH:53])=[O:52])[CH2:46][CH2:47][C:48](=[O:50])[NH2:49])=[O:15])[CH3:13]. The catalyst class is: 226. (4) Reactant: [CH2:1]([O:4][C:5](=[O:27])[CH2:6][CH2:7][C:8]1[C:17]([CH3:18])=[C:16]2[C:11]([C:12]([CH3:21])([CH3:20])[CH2:13][C:14](=[O:19])[O:15]2)=[C:10]([CH3:22])[C:9]=1[O:23]COC)[CH:2]=[CH2:3].Br[Si](C)(C)C.C([O-])(O)=O.[Na+]. Product: [CH2:1]([O:4][C:5](=[O:27])[CH2:6][CH2:7][C:8]1[C:17]([CH3:18])=[C:16]2[C:11]([C:12]([CH3:20])([CH3:21])[CH2:13][C:14](=[O:19])[O:15]2)=[C:10]([CH3:22])[C:9]=1[OH:23])[CH:2]=[CH2:3]. The catalyst class is: 2.